This data is from Peptide-MHC class I binding affinity with 185,985 pairs from IEDB/IMGT. The task is: Regression. Given a peptide amino acid sequence and an MHC pseudo amino acid sequence, predict their binding affinity value. This is MHC class I binding data. (1) The peptide sequence is YIAVANCVR. The MHC is HLA-A33:01 with pseudo-sequence HLA-A33:01. The binding affinity (normalized) is 0.478. (2) The peptide sequence is WTLVVLLI. The MHC is HLA-B57:01 with pseudo-sequence HLA-B57:01. The binding affinity (normalized) is 0.0243. (3) The peptide sequence is FHERGYVKL. The MHC is HLA-A29:02 with pseudo-sequence HLA-A29:02. The binding affinity (normalized) is 0.0847. (4) The peptide sequence is KLNWASQIY. The MHC is HLA-A03:01 with pseudo-sequence HLA-A03:01. The binding affinity (normalized) is 1.00. (5) The peptide sequence is FIRMLILNF. The MHC is HLA-B15:01 with pseudo-sequence HLA-B15:01. The binding affinity (normalized) is 0.176. (6) The binding affinity (normalized) is 0.227. The MHC is HLA-B51:01 with pseudo-sequence HLA-B51:01. The peptide sequence is GALASCMGLI.